The task is: Predict the product of the given reaction.. This data is from Forward reaction prediction with 1.9M reactions from USPTO patents (1976-2016). (1) Given the reactants C(OC([N:8]1[CH2:13][CH2:12][NH:11][C:10](=[O:14])[CH2:9]1)=O)(C)(C)C.Br[CH2:16][C:17]1[CH:26]=[C:25]2[C:20]([C:21](Cl)=[N:22][CH:23]=[N:24]2)=[CH:19][CH:18]=1.[H-].[Na+].[NH4+:30].[Cl-], predict the reaction product. The product is: [NH2:30][C:21]1[C:20]2[C:25](=[CH:26][C:17]([CH2:16][N:11]3[CH2:12][CH2:13][NH:8][CH2:9][C:10]3=[O:14])=[CH:18][CH:19]=2)[N:24]=[CH:23][N:22]=1. (2) Given the reactants [CH3:1][C:2]([CH3:8])([CH2:5][CH:6]=[CH2:7])[CH2:3][OH:4].[C:9]([Si:13]([CH3:16])([CH3:15])Cl)([CH3:12])([CH3:11])[CH3:10].N1C=CN=C1, predict the reaction product. The product is: [CH3:1][C:2]([CH3:8])([CH2:5][CH:6]=[CH2:7])[CH2:3][O:4][Si:13]([CH3:16])([CH3:15])[C:9]([CH3:12])([CH3:11])[CH3:10]. (3) Given the reactants [CH3:1][C:2]1[N:6]([CH2:7][C:8]([N:10]2[CH2:15][CH2:14][CH:13]([C:16]3[S:17][CH:18]=[C:19]([C:21]([OH:23])=O)[N:20]=3)[CH2:12][CH2:11]2)=[O:9])[N:5]=[C:4]([C:24]([F:27])([F:26])[F:25])[CH:3]=1.Cl.[NH2:29][OH:30], predict the reaction product. The product is: [OH:30][NH:29][C:21]([C:19]1[N:20]=[C:16]([CH:13]2[CH2:12][CH2:11][N:10]([C:8](=[O:9])[CH2:7][N:6]3[C:2]([CH3:1])=[CH:3][C:4]([C:24]([F:26])([F:25])[F:27])=[N:5]3)[CH2:15][CH2:14]2)[S:17][CH:18]=1)=[O:23]. (4) Given the reactants [CH3:1][C:2]1[CH:7]=[CH:6][C:5]([C:8]([CH3:10])=[O:9])=[CH:4][C:3]=1[CH3:11].[K].[CH3:13][O:14][C:15](=O)[O:16]C.Cl, predict the reaction product. The product is: [CH3:13][O:14][C:15](=[O:16])[CH2:10][C:8]([C:5]1[CH:6]=[CH:7][C:2]([CH3:1])=[C:3]([CH3:11])[CH:4]=1)=[O:9]. (5) Given the reactants C([O:3][C:4](=[O:16])[C:5]1[CH:10]=[C:9]([CH3:11])[C:8]([CH2:12][CH:13]([CH3:15])[CH3:14])=[N:7][CH:6]=1)C, predict the reaction product. The product is: [CH2:12]([C:8]1[C:9]([CH3:11])=[CH:10][C:5]([C:4]([OH:16])=[O:3])=[CH:6][N:7]=1)[CH:13]([CH3:15])[CH3:14]. (6) Given the reactants Cl[C:2]1[CH:7]=[C:6]([C:8]([F:11])([F:10])[F:9])[N:5]=[C:4]([C:12]2[CH:17]=[N:16][CH:15]=[CH:14][N:13]=2)[N:3]=1.[CH3:18][C:19]1[CH:25]=[CH:24][C:23]([CH3:26])=[CH:22][C:20]=1[NH2:21], predict the reaction product. The product is: [CH3:18][C:19]1[CH:25]=[CH:24][C:23]([CH3:26])=[CH:22][C:20]=1[NH:21][C:2]1[CH:7]=[C:6]([C:8]([F:11])([F:10])[F:9])[N:5]=[C:4]([C:12]2[CH:17]=[N:16][CH:15]=[CH:14][N:13]=2)[N:3]=1.